From a dataset of Reaction yield outcomes from USPTO patents with 853,638 reactions. Predict the reaction yield, written as a fraction of the theoretical maximum amount of product (1.0 means a 100% yield; for example, 0.34 means a 34% yield). (1) The reactants are [CH3:1][O:2][CH2:3][C:4]1[CH:5]=[C:6](Br)[CH:7]=[C:8]([CH2:10][O:11][CH3:12])[CH:9]=1.[Mg].CN(C)[CH:17]=[O:18]. The catalyst is O1CCCC1. The product is [CH3:1][O:2][CH2:3][C:4]1[CH:5]=[C:6]([CH:7]=[C:8]([CH2:10][O:11][CH3:12])[CH:9]=1)[CH:17]=[O:18]. The yield is 0.790. (2) The reactants are [CH2:1]([O:3][C:4](=[O:24])[C:5]([CH3:23])([O:14][C:15]1[CH:20]=[CH:19][C:18]([O:21][CH3:22])=[CH:17][CH:16]=1)[CH2:6][C:7]1[CH:12]=[CH:11][C:10]([OH:13])=[CH:9][CH:8]=1)[CH3:2].[CH3:25][C:26]1[O:30][C:29]([C:31]2[S:32][CH:33]=[CH:34][CH:35]=2)=[N:28][C:27]=1[CH2:36][CH2:37]OS(C1C=CC(C)=CC=1)(=O)=O. No catalyst specified. The product is [CH2:1]([O:3][C:4](=[O:24])[C:5]([CH3:23])([O:14][C:15]1[CH:16]=[CH:17][C:18]([O:21][CH3:22])=[CH:19][CH:20]=1)[CH2:6][C:7]1[CH:8]=[CH:9][C:10]([O:13][CH2:37][CH2:36][C:27]2[N:28]=[C:29]([C:31]3[S:32][CH:33]=[CH:34][CH:35]=3)[O:30][C:26]=2[CH3:25])=[CH:11][CH:12]=1)[CH3:2]. The yield is 0.860. (3) The reactants are [CH2:1]([Zn]CC)C.C1(C)C=CC=CC=1.ClCI.[CH3:16]/[C:17](=[C:20](\[CH3:29])/[CH:21]([C:23]1[CH:28]=[CH:27][CH:26]=[CH:25][CH:24]=1)[CH3:22])/[CH2:18][OH:19].S(=O)(=O)(O)O. No catalyst specified. The product is [CH3:16][C@:17]1([CH2:18][OH:19])[CH2:29][C@@:20]1([CH3:1])[C@H:21]([C:23]1[CH:24]=[CH:25][CH:26]=[CH:27][CH:28]=1)[CH3:22]. The yield is 0.350. (4) The reactants are [CH:1]1([CH2:4][O:5][NH:6][C:7]([C:9]2[C:22]([NH:23][C:24]3[CH:29]=[CH:28][C:27]([Br:30])=[CH:26][C:25]=3[CH3:31])=[C:21]([F:32])[C:12]3[N:13]=[CH:14][N:15]([CH2:16][CH2:17]CC=C)[C:11]=3[CH:10]=2)=[O:8])[CH2:3][CH2:2]1.C[N+]1([O-])CC[O:37]CC1.[CH3:41][C:42]([OH:45])(C)[CH3:43]. The catalyst is C1COCC1.O.O=[Os](=O)(=O)=O. The product is [CH:1]1([CH2:4][O:5][NH:6][C:7]([C:9]2[C:22]([NH:23][C:24]3[CH:29]=[CH:28][C:27]([Br:30])=[CH:26][C:25]=3[CH3:31])=[C:21]([F:32])[C:12]3[N:13]=[CH:14][N:15]([CH2:16][CH2:17][CH2:41][CH:42]([OH:45])[CH2:43][OH:37])[C:11]=3[CH:10]=2)=[O:8])[CH2:3][CH2:2]1. The yield is 0.740.